Dataset: Full USPTO retrosynthesis dataset with 1.9M reactions from patents (1976-2016). Task: Predict the reactants needed to synthesize the given product. (1) Given the product [Cl:15][C:16]1[CH:21]=[C:20]([Cl:22])[CH:19]=[C:18]([CH3:23])[C:17]=1[NH:24][C:25]([NH:1][C:2]1[C:3]([NH:11][CH2:12][CH2:13][OH:14])=[C:4]([CH:8]=[CH:9][CH:10]=1)[C:5]([O:7][CH3:28])=[O:6])=[S:26], predict the reactants needed to synthesize it. The reactants are: [NH2:1][C:2]1[C:3]([NH:11][CH2:12][CH2:13][OH:14])=[C:4]([CH:8]=[CH:9][CH:10]=1)[C:5]([O-:7])=[O:6].[Cl:15][C:16]1[CH:21]=[C:20]([Cl:22])[CH:19]=[C:18]([CH3:23])[C:17]=1[N:24]=[C:25]=[S:26].O1CCC[CH2:28]1. (2) The reactants are: [C:1]([O:4][C:5](=[O:7])[CH3:6])(=O)[CH3:2].C[C:9]([C:17]1[CH:26]=[CH:25][CH:24]=[C:23]2[C:18]=1[C@@H:19]1[CH2:30][C:29](=[O:31])[CH2:28][CH2:27][C@H:20]1[CH2:21][O:22]2)([CH2:11][CH2:12][CH2:13][CH2:14][CH2:15]C)C.N1C=CC=C[CH:33]=1.CN(C1C=CC=CN=1)C. Given the product [C:5]([O:4][C:1]1[C:26]([C:17]([CH3:18])([CH2:9][CH2:11][CH2:12][CH2:13][CH2:14][CH3:15])[CH3:33])=[CH:25][CH:24]=[C:23]2[C:2]=1[C@@H:27]1[CH2:28][C:29](=[O:31])[CH2:30][CH2:19][C@H:20]1[CH2:21][O:22]2)(=[O:7])[CH3:6], predict the reactants needed to synthesize it. (3) Given the product [O:7]=[C:2]1[CH2:3][O:4][CH2:5][CH2:6][N:1]1[CH2:11][C:12]([O:14][CH2:15][C:16]1[CH:21]=[CH:20][CH:19]=[CH:18][CH:17]=1)=[O:13], predict the reactants needed to synthesize it. The reactants are: [NH:1]1[CH2:6][CH2:5][O:4][CH2:3][C:2]1=[O:7].[H-].[Na+].Br[CH2:11][C:12]([O:14][CH2:15][C:16]1[CH:21]=[CH:20][CH:19]=[CH:18][CH:17]=1)=[O:13].O. (4) Given the product [Br:22][C@@H:10]([CH2:11][O:12][CH2:13][C:14]1[CH:15]=[CH:16][C:17]([O:20][CH3:21])=[CH:18][CH:19]=1)[C@@H:9]([O:23][CH2:24][C:25]1[CH:30]=[CH:29][C:28]([O:31][CH3:32])=[CH:27][CH:26]=1)[C@H:8]([F:33])[CH:34]=[O:35], predict the reactants needed to synthesize it. The reactants are: C=O.Cl.CON=C[C@H:8]([F:33])[C@H:9]([O:23][CH2:24][C:25]1[CH:30]=[CH:29][C:28]([O:31][CH3:32])=[CH:27][CH:26]=1)[C@@H:10]([Br:22])[CH2:11][O:12][CH2:13][C:14]1[CH:19]=[CH:18][C:17]([O:20][CH3:21])=[CH:16][CH:15]=1.[C:34](=O)([O-])[OH:35].[Na+]. (5) Given the product [O:1]=[C:2]1[C:11]([C:12]([OH:14])=[O:13])=[N:10][C:9]2[C:4](=[CH:5][CH:6]=[CH:7][CH:8]=2)[N:3]1[CH2:17][O:18][CH2:19][C:20]([F:23])([F:21])[F:22], predict the reactants needed to synthesize it. The reactants are: [O:1]=[C:2]1[C:11]([C:12]([O:14]CC)=[O:13])=[N:10][C:9]2[C:4](=[CH:5][CH:6]=[CH:7][CH:8]=2)[N:3]1[CH2:17][O:18][CH2:19][C:20]([F:23])([F:22])[F:21].O.[OH-].[Li+]. (6) Given the product [NH:8]1[CH2:12][CH2:11][CH2:10][C@H:9]1[CH2:13][NH:14][C:15]1[C:24]2[C:19](=[CH:20][CH:21]=[CH:22][CH:23]=2)[CH:18]=[C:17]([C:25]2[NH:29][C:28](=[O:30])[NH:27][N:26]=2)[N:16]=1, predict the reactants needed to synthesize it. The reactants are: C(OC([N:8]1[CH2:12][CH2:11][CH2:10][C@H:9]1[CH2:13][NH:14][C:15]1[C:24]2[C:19](=[CH:20][CH:21]=[CH:22][CH:23]=2)[CH:18]=[C:17]([C:25]2[NH:29][C:28](=[O:30])[NH:27][N:26]=2)[N:16]=1)=O)(C)(C)C.C(O)(C(F)(F)F)=O. (7) Given the product [CH2:1]([CH:4]([C:8]1[S:9][C:10]([Sn:19]([CH3:21])([CH3:20])[CH3:18])=[CH:11][CH:12]=1)[CH2:5][CH2:6][CH3:7])[CH2:2][CH3:3], predict the reactants needed to synthesize it. The reactants are: [CH2:1]([CH:4]([C:8]1[S:9][CH:10]=[CH:11][CH:12]=1)[CH2:5][CH2:6][CH3:7])[CH2:2][CH3:3].[Li]CCCC.[CH3:18][Sn:19](Cl)([CH3:21])[CH3:20]. (8) Given the product [Cl:31][C:13]1[CH:12]=[C:11]([C:8]2[CH:7]=[CH:6][C:5]([C:3]([OH:4])=[O:2])=[CH:10][CH:9]=2)[CH:16]=[C:15]([Cl:17])[C:14]=1[CH2:18][N:19]1[CH2:23][CH2:22][CH:21]([CH:24]2[CH2:25][CH2:26][CH2:27][CH2:28][CH2:29]2)[C:20]1=[O:30], predict the reactants needed to synthesize it. The reactants are: C[O:2][C:3]([C:5]1[CH:10]=[CH:9][C:8]([C:11]2[CH:16]=[C:15]([Cl:17])[C:14]([CH2:18][N:19]3[CH2:23][CH2:22][CH:21]([CH:24]4[CH2:29][CH2:28][CH2:27][CH2:26][CH2:25]4)[C:20]3=[O:30])=[C:13]([Cl:31])[CH:12]=2)=[CH:7][CH:6]=1)=[O:4].[OH-].[Na+]. (9) The reactants are: [CH2:1]([N:4]1[CH2:13][CH2:12][C:11]2[C:6](=[CH:7][CH:8]=[C:9](Br)[CH:10]=2)[C:5]1=[O:15])[CH:2]=[CH2:3].[C:16]([C:18]1[CH:23]=[CH:22][C:21](B(O)O)=[CH:20][CH:19]=1)#[N:17].C(=O)([O-])[O-].[K+].[K+].O. Given the product [CH2:1]([N:4]1[CH2:13][CH2:12][C:11]2[C:6](=[CH:7][CH:8]=[C:9]([C:21]3[CH:22]=[CH:23][C:18]([C:16]#[N:17])=[CH:19][CH:20]=3)[CH:10]=2)[C:5]1=[O:15])[CH:2]=[CH2:3], predict the reactants needed to synthesize it. (10) Given the product [ClH:26].[N:1]1[CH:6]=[CH:5][CH:4]=[CH:3][C:2]=1[C:7]#[C:8][C:9]1[CH:10]=[C:11]([CH:23]=[CH:24][CH:25]=1)[O:12][CH2:13][CH2:14][NH2:15], predict the reactants needed to synthesize it. The reactants are: [N:1]1[CH:6]=[CH:5][CH:4]=[CH:3][C:2]=1[C:7]#[C:8][C:9]1[CH:10]=[C:11]([CH:23]=[CH:24][CH:25]=1)[O:12][CH2:13][CH2:14][NH:15]C(=O)OC(C)(C)C.[ClH:26].O1CCOCC1.